This data is from Reaction yield outcomes from USPTO patents with 853,638 reactions. The task is: Predict the reaction yield, written as a fraction of the theoretical maximum amount of product (1.0 means a 100% yield; for example, 0.34 means a 34% yield). (1) The catalyst is C(Cl)(Cl)(Cl)Cl. The product is [Br:20][CH2:12][C:4]1[S:3][C:2]([Cl:1])=[N:6][C:5]=1[C:7]([O:9][CH2:10][CH3:11])=[O:8]. The reactants are [Cl:1][C:2]1[S:3][C:4]([CH3:12])=[C:5]([C:7]([O:9][CH2:10][CH3:11])=[O:8])[N:6]=1.C1C(=O)N([Br:20])C(=O)C1.CC(N=NC(C#N)(C)C)(C#N)C. The yield is 0.290. (2) The reactants are O[CH2:2][CH2:3][CH2:4][C:5]([CH2:10][C:11]1[CH:16]=[CH:15][C:14]([C:17]([F:20])([F:19])[F:18])=[CH:13][CH:12]=1)([C:8]#[N:9])[C:6]#[N:7].C(N(S(F)(F)[F:27])CC)C. The catalyst is ClCCl. The product is [F:27][CH2:2][CH2:3][CH2:4][C:5]([CH2:10][C:11]1[CH:16]=[CH:15][C:14]([C:17]([F:20])([F:19])[F:18])=[CH:13][CH:12]=1)([C:8]#[N:9])[C:6]#[N:7]. The yield is 0.0500. (3) The reactants are [CH2:1]([O-])C.[Na+].C(O)C.[Br:8][C:9]1[C:14]([N+]([O-])=O)=[CH:13][CH:12]=[CH:11][C:10]=1[O:18][CH2:19][CH:20]1[CH2:22][CH2:21]1.[N:23]([CH2:26][C:27]([O:29][CH2:30][CH3:31])=[O:28])=[N+:24]=[N-:25]. No catalyst specified. The product is [N:23](/[C:26](=[CH:1]\[C:14]1[CH:13]=[CH:12][CH:11]=[C:10]([O:18][CH2:19][CH:20]2[CH2:22][CH2:21]2)[C:9]=1[Br:8])/[C:27]([O:29][CH2:30][CH3:31])=[O:28])=[N+:24]=[N-:25]. The yield is 0.280. (4) The reactants are Cl([O-])=O.[Na+].P([O-])(O)(O)=[O:6].[Na+].CC(=CC)C.[C:16]([O:20][C:21]([N:23]1[CH2:26][CH:25]([CH2:27][O:28][C:29]2[CH:34]=[CH:33][CH:32]=[CH:31][C:30]=2[CH:35]=[O:36])[CH2:24]1)=[O:22])([CH3:19])([CH3:18])[CH3:17]. The catalyst is O.O1CCOCC1. The product is [C:16]([O:20][C:21]([N:23]1[CH2:26][CH:25]([CH2:27][O:28][C:29]2[CH:34]=[CH:33][CH:32]=[CH:31][C:30]=2[C:35]([OH:6])=[O:36])[CH2:24]1)=[O:22])([CH3:19])([CH3:17])[CH3:18]. The yield is 0.980. (5) The reactants are O[CH:2]=[C:3]1[C:11]2[C:6](=[CH:7][C:8]([C:12]([C:14]3[CH:15]=[C:16]([NH:20][C:21]([C:23]4[N:24]([CH3:29])[N:25]=[C:26]([CH3:28])[CH:27]=4)=[O:22])[CH:17]=[CH:18][CH:19]=3)=[O:13])=[CH:9][CH:10]=2)[NH:5][C:4]1=[O:30].[C:31]([O:35][C:36](=[O:46])[NH:37][CH2:38][C:39]1[CH:44]=[CH:43][C:42]([NH2:45])=[CH:41][CH:40]=1)([CH3:34])([CH3:33])[CH3:32]. The yield is 0.480. The catalyst is C1COCC1. The product is [C:31]([O:35][C:36](=[O:46])[NH:37][CH2:38][C:39]1[CH:40]=[CH:41][C:42]([NH:45][CH:2]=[C:3]2[C:11]3[C:6](=[CH:7][C:8]([C:12](=[O:13])[C:14]4[CH:19]=[CH:18][CH:17]=[C:16]([NH:20][C:21]([C:23]5[N:24]([CH3:29])[N:25]=[C:26]([CH3:28])[CH:27]=5)=[O:22])[CH:15]=4)=[CH:9][CH:10]=3)[NH:5][C:4]2=[O:30])=[CH:43][CH:44]=1)([CH3:34])([CH3:32])[CH3:33]. (6) The reactants are [NH2:1][C:2]1[CH:7]=[C:6]([C:8]([CH3:11])([CH3:10])[CH3:9])[CH:5]=[CH:4][C:3]=1[NH:12][C:13](=O)[CH2:14][CH2:15][CH2:16][CH2:17][N:18]([CH2:22][C@@H:23]1[C@@H:30]2[C@@H:26]([O:27][C:28]([CH3:32])([CH3:31])[O:29]2)[C@H:25]([N:33]2[C:37]3[N:38]=[CH:39][N:40]=[C:41]([NH:42][CH2:43][C:44]4[CH:49]=[CH:48][C:47]([O:50][CH3:51])=[CH:46][C:45]=4[O:52][CH3:53])[C:36]=3[CH:35]=[CH:34]2)[O:24]1)[CH:19]([CH3:21])[CH3:20]. The catalyst is C(O)(=O)C. The product is [C:8]([C:6]1[CH:5]=[CH:4][C:3]2[NH:12][C:13]([CH2:14][CH2:15][CH2:16][CH2:17][N:18]([CH2:22][C@@H:23]3[C@H:30]4[O:29][C:28]([CH3:31])([CH3:32])[O:27][C@H:26]4[C@H:25]([N:33]4[C:37]5[N:38]=[CH:39][N:40]=[C:41]([NH:42][CH2:43][C:44]6[CH:49]=[CH:48][C:47]([O:50][CH3:51])=[CH:46][C:45]=6[O:52][CH3:53])[C:36]=5[CH:35]=[CH:34]4)[O:24]3)[CH:19]([CH3:21])[CH3:20])=[N:1][C:2]=2[CH:7]=1)([CH3:9])([CH3:11])[CH3:10]. The yield is 0.880. (7) The reactants are [C:1]1([CH3:11])[CH:6]=[CH:5][C:4]([S:7](Cl)(=[O:9])=[O:8])=[CH:3][CH:2]=1.[N:12]1[CH:17]=[CH:16][CH:15]=[C:14](/[CH:18]=[CH:19]/[CH2:20][C@@H:21]([OH:23])[CH3:22])[CH:13]=1.C([O-])(O)=O.[Na+]. The catalyst is C(N(CC)CC)C. The product is [C:1]1([CH3:11])[CH:6]=[CH:5][C:4]([S:7]([O:23][C@H:21]([CH2:20]/[CH:19]=[CH:18]/[C:14]2[CH:13]=[N:12][CH:17]=[CH:16][CH:15]=2)[CH3:22])(=[O:9])=[O:8])=[CH:3][CH:2]=1. The yield is 0.686.